This data is from Full USPTO retrosynthesis dataset with 1.9M reactions from patents (1976-2016). The task is: Predict the reactants needed to synthesize the given product. (1) The reactants are: S(O)(O)(=O)=O.[CH3:6][NH:7][NH2:8].C(N(CC)CC)C.[Br:16][C:17]1[CH:26]=[C:25]2[C:20]([C:21](=O)[C:22](=[CH:27][C:28]3[CH:33]=[CH:32][C:31]([O:34][C:35]([F:38])([F:37])[F:36])=[CH:30][CH:29]=3)[CH2:23][O:24]2)=[CH:19][CH:18]=1. Given the product [Br:16][C:17]1[CH:18]=[CH:19][C:20]2[C:21]3=[N:8][N:7]([CH3:6])[CH:27]([C:28]4[CH:33]=[CH:32][C:31]([O:34][C:35]([F:38])([F:37])[F:36])=[CH:30][CH:29]=4)[CH:22]3[CH2:23][O:24][C:25]=2[CH:26]=1, predict the reactants needed to synthesize it. (2) Given the product [O:1]1[C:5]2[CH:6]=[CH:7][C:8]([CH2:10][CH2:11][NH:12][C:13]([C:15]3[CH:37]=[CH:36][C:18]([O:19][C:20]4[CH:29]=[C:28]5[C:23]([CH:24]([C:30]([OH:32])=[O:31])[CH2:25][CH2:26][O:27]5)=[CH:22][C:21]=4[Cl:35])=[CH:17][CH:16]=3)=[O:14])=[CH:9][C:4]=2[O:3][CH2:2]1, predict the reactants needed to synthesize it. The reactants are: [O:1]1[C:5]2[CH:6]=[CH:7][C:8]([CH2:10][CH2:11][NH:12][C:13]([C:15]3[CH:37]=[CH:36][C:18]([O:19][C:20]4[CH:29]=[C:28]5[C:23]([CH:24]([C:30]([O:32]CC)=[O:31])[CH2:25][CH2:26][O:27]5)=[CH:22][C:21]=4[Cl:35])=[CH:17][CH:16]=3)=[O:14])=[CH:9][C:4]=2[O:3][CH2:2]1.[OH-].[Na+].Cl. (3) Given the product [C:1]([C:5]1[CH:6]=[C:7]([NH:11][C:12]([CH:14]2[CH2:15][C:16]3[CH:17]=[C:18]([O:24][C:25]4[CH:30]=[CH:29][N:28]=[C:27]([NH:31][C:32](=[O:33])[O:41][CH2:40][C@H:38]5[CH2:37][O:36][C:35]([CH3:42])([CH3:34])[O:39]5)[CH:26]=4)[CH:19]=[CH:20][C:21]=3[CH2:22][CH2:23]2)=[O:13])[CH:8]=[CH:9][CH:10]=1)([CH3:4])([CH3:2])[CH3:3], predict the reactants needed to synthesize it. The reactants are: [C:1]([C:5]1[CH:6]=[C:7]([NH:11][C:12]([CH:14]2[CH2:23][CH2:22][C:21]3[C:16](=[CH:17][C:18]([O:24][C:25]4[CH:30]=[CH:29][N:28]=[C:27]([N:31]=[C:32]=[O:33])[CH:26]=4)=[CH:19][CH:20]=3)[CH2:15]2)=[O:13])[CH:8]=[CH:9][CH:10]=1)([CH3:4])([CH3:3])[CH3:2].[CH3:34][C:35]1([CH3:42])[O:39][C@@H:38]([CH2:40][OH:41])[CH2:37][O:36]1.N1C=CC=CC=1. (4) Given the product [OH:1][C:2]1([C@H:6]([C:44]2[CH:45]=[CH:46][CH:47]=[CH:48][CH:49]=2)[NH:7][C:8]([NH:10][C:11]2[N:16]=[CH:15][C:14]3[C:17]([O:39][CH2:40][CH2:41][O:42][CH3:43])=[N:18][NH:19][C:13]=3[CH:12]=2)=[O:9])[CH2:3][CH2:4][CH2:5]1, predict the reactants needed to synthesize it. The reactants are: [OH:1][C:2]1([C@H:6]([C:44]2[CH:49]=[CH:48][CH:47]=[CH:46][CH:45]=2)[NH:7][C:8]([NH:10][C:11]2[N:16]=[CH:15][C:14]3[C:17]([O:39][CH2:40][CH2:41][O:42][CH3:43])=[N:18][N:19](C(C4C=CC=CC=4)(C4C=CC=CC=4)C4C=CC=CC=4)[C:13]=3[CH:12]=2)=[O:9])[CH2:5][CH2:4][CH2:3]1.C(O)(C(F)(F)F)=O.C([SiH](CC)CC)C.